This data is from Catalyst prediction with 721,799 reactions and 888 catalyst types from USPTO. The task is: Predict which catalyst facilitates the given reaction. (1) Reactant: [CH3:1][O:2][C:3]1[N:12]=[C:11]2[C:6]([CH2:7][CH2:8][C:9](=[O:13])[NH:10]2)=[CH:5][CH:4]=1.[H-].[Na+].[N+](C1C=C(S(O[CH2:29][C@@H:30]2[CH2:32][O:31]2)(=O)=O)C=CC=1)([O-])=O.O. Product: [CH3:1][O:2][C:3]1[N:12]=[C:11]2[C:6]([CH2:7][CH2:8][C:9](=[O:13])[N:10]2[CH2:29][C@@H:30]2[CH2:32][O:31]2)=[CH:5][CH:4]=1. The catalyst class is: 3. (2) Reactant: [Cl:1][C:2]1[CH:27]=[CH:26][C:5]2[C:6](=[O:25])[N:7]=[C:8]([C:10]3[N:15]=[C:14]([CH2:16][CH2:17][C:18]([OH:20])=[O:19])[CH:13]=[C:12]([S:21]([CH3:24])(=[O:23])=[O:22])[CH:11]=3)[S:9][C:4]=2[CH:3]=1.[NH2:28][C:29]([CH2:34][OH:35])([CH2:32][OH:33])[CH2:30][OH:31]. Product: [NH2:28][C:29]([CH2:34][OH:35])([CH2:32][OH:33])[CH2:30][OH:31].[Cl:1][C:2]1[CH:27]=[CH:26][C:5]2[C:6](=[O:25])[N:7]=[C:8]([C:10]3[N:15]=[C:14]([CH2:16][CH2:17][C:18]([OH:20])=[O:19])[CH:13]=[C:12]([S:21]([CH3:24])(=[O:22])=[O:23])[CH:11]=3)[S:9][C:4]=2[CH:3]=1. The catalyst class is: 21. (3) Reactant: [I:1][CH2:2][CH:3]1[CH2:7][CH2:6][O:5][CH2:4]1.[C:8]1([P:14]([C:21]2[CH:26]=[CH:25][CH:24]=[CH:23][CH:22]=2)[C:15]2[CH:20]=[CH:19][CH:18]=[CH:17][CH:16]=2)[CH:13]=[CH:12][CH:11]=[CH:10][CH:9]=1. Product: [I-:1].[C:21]1([P+:14]([C:8]2[CH:9]=[CH:10][CH:11]=[CH:12][CH:13]=2)([C:15]2[CH:20]=[CH:19][CH:18]=[CH:17][CH:16]=2)[CH2:2][CH:3]2[CH2:7][CH2:6][O:5][CH2:4]2)[CH:22]=[CH:23][CH:24]=[CH:25][CH:26]=1. The catalyst class is: 10. (4) Reactant: C(OC([NH:8][C@H:9]([CH2:23][CH:24]1[CH2:29][CH2:28][CH2:27][CH2:26][CH2:25]1)[CH:10]([OH:22])[C:11]([NH:13][O:14]CC1C=CC=CC=1)=[O:12])=O)(C)(C)C. Product: [NH2:8][C@H:9]([CH2:23][CH:24]1[CH2:29][CH2:28][CH2:27][CH2:26][CH2:25]1)[CH:10]([OH:22])[C:11]([NH:13][OH:14])=[O:12]. The catalyst class is: 354. (5) Reactant: [CH3:1][O-:2].[Na+].[Na].Br[C:6]1[S:10][C:9]([NH2:11])=[N:8][C:7]=1[CH2:12][CH3:13]. Product: [CH2:12]([C:7]1[N:8]=[C:9]([NH2:11])[S:10][C:6]=1[O:2][CH3:1])[CH3:13]. The catalyst class is: 5. (6) Product: [O:17]1[CH2:18][CH2:19][CH2:20][CH2:21][CH:16]1[O:15][CH2:14][C:13]1[CH2:3][CH:2]([CH2:1][N:4]2[CH2:9][CH2:8][O:7][CH2:6][CH2:5]2)[O:11][N:10]=1. The catalyst class is: 11. Reactant: [CH2:1]([N:4]1[CH2:9][CH2:8][O:7][CH2:6][CH2:5]1)[CH:2]=[CH2:3].[N+:10]([CH2:13][CH2:14][O:15][CH:16]1[CH2:21][CH2:20][CH2:19][CH2:18][O:17]1)([O-])=[O:11].C1(N=C=O)C=CC=CC=1.C(N(CC)CC)C. (7) The catalyst class is: 9. Reactant: [F:1]C(F)(F)C(C(F)(F)F)=C(C(F)(F)C(F)(F)F)C(F)(C(F)(F)F)C(F)(F)F.FC([Si](C)(C)C)(F)F.[F-].[K+].FC(F)(F)F.[F:43][C:44]([F:75])([F:74])[C:45](C(F)(F)F)=[C:46]([C:60]([F:69])([C:65]([F:68])([F:67])[F:66])[C:61]([F:64])([F:63])[F:62])[C:47]([C:56]([F:59])([F:58])[F:57])([C:52]([F:55])([F:54])[F:53])[C:48]([F:51])([F:50])[F:49]. Product: [F:75][C:44]([F:43])([F:74])[C:45]([F:1])=[C:46]([C:60]([F:69])([C:61]([F:64])([F:62])[F:63])[C:65]([F:67])([F:68])[F:66])[C:47]([C:56]([F:59])([F:57])[F:58])([C:48]([F:51])([F:49])[F:50])[C:52]([F:53])([F:55])[F:54].